From a dataset of Catalyst prediction with 721,799 reactions and 888 catalyst types from USPTO. Predict which catalyst facilitates the given reaction. (1) Reactant: [C:1]([N:8]1[CH2:13][CH2:12][CH:11]([CH2:14][C:15](O)=[O:16])[CH2:10][CH2:9]1)([O:3][C:4]([CH3:7])([CH3:6])[CH3:5])=[O:2].B.C1COCC1.[OH-].[Na+]. Product: [C:1]([N:8]1[CH2:13][CH2:12][CH:11]([CH2:14][CH2:15][OH:16])[CH2:10][CH2:9]1)([O:3][C:4]([CH3:7])([CH3:6])[CH3:5])=[O:2]. The catalyst class is: 1. (2) Reactant: [Br:1][C:2]1[CH:9]=[CH:8][C:5]([CH2:6]Br)=[CH:4][CH:3]=1.C(OP(OCC)OCC)C.[H-].[Na+].[Br:22][C:23]1[CH:30]=[CH:29][C:26]([CH:27]=O)=[CH:25][CH:24]=1. Product: [Br:1][C:2]1[CH:9]=[CH:8][C:5]([CH:6]=[CH:27][C:26]2[CH:29]=[CH:30][C:23]([Br:22])=[CH:24][CH:25]=2)=[CH:4][CH:3]=1. The catalyst class is: 3.